Dataset: Full USPTO retrosynthesis dataset with 1.9M reactions from patents (1976-2016). Task: Predict the reactants needed to synthesize the given product. (1) Given the product [Cl:12][C:10]1[C:9]2[C:4](=[CH:5][CH:6]=[CH:7][CH:8]=2)[N:3]=[C:2]([N:17]2[CH2:18][C:19]3[CH:24]=[CH:23][CH:22]=[CH:21][C:20]=3[O:14][CH2:15][CH2:16]2)[CH:11]=1, predict the reactants needed to synthesize it. The reactants are: Cl[C:2]1[CH:11]=[C:10]([Cl:12])[C:9]2[C:4](=[CH:5][CH:6]=[CH:7][CH:8]=2)[N:3]=1.Cl.[O:14]1[C:20]2[CH:21]=[CH:22][CH:23]=[CH:24][C:19]=2[CH2:18][NH:17][CH2:16][CH2:15]1.C(N(C(C)C)CC)(C)C.CN1CCCC1=O. (2) Given the product [CH2:1]([O:3][C:4]([CH:5]1[CH2:6][CH2:7][N:8]([S:25]([C:19]2[CH:24]=[CH:23][CH:22]=[CH:21][CH:20]=2)(=[O:27])=[O:26])[CH2:9][CH2:10]1)=[O:11])[CH3:2], predict the reactants needed to synthesize it. The reactants are: [CH2:1]([O:3][C:4](=[O:11])[CH:5]1[CH2:10][CH2:9][NH:8][CH2:7][CH2:6]1)[CH3:2].C(N(CC)CC)C.[C:19]1([S:25](Cl)(=[O:27])=[O:26])[CH:24]=[CH:23][CH:22]=[CH:21][CH:20]=1.Cl. (3) Given the product [N:1]1[N:2]=[C:3]([C:10]2[CH:19]=[CH:18][C:17]3[C:12](=[C:13]([N:20]4[CH2:25][CH2:24][CH:23]([NH2:26])[CH:22]([F:37])[CH2:21]4)[CH:14]=[CH:15][CH:16]=3)[N:11]=2)[N:4]2[CH:9]=[CH:8][CH:7]=[CH:6][C:5]=12, predict the reactants needed to synthesize it. The reactants are: [N:1]1[N:2]=[C:3]([C:10]2[CH:19]=[CH:18][C:17]3[C:12](=[C:13]([N:20]4[CH2:25][CH2:24][C@H:23]([NH:26]C(=O)OCC5C=CC=CC=5)[C@H:22]([F:37])[CH2:21]4)[CH:14]=[CH:15][CH:16]=3)[N:11]=2)[N:4]2[CH:9]=[CH:8][CH:7]=[CH:6][C:5]=12.Cl. (4) The reactants are: [I-].C([N+]1(C)[CH2:14][CH2:13][C:12](=[O:15])[CH2:11][CH2:10]1)C1C=CC=CC=1.[F:17][C:18]1[CH:23]=[CH:22][C:21]([C:24]2([NH2:27])[CH2:26][CH2:25]2)=[CH:20][CH:19]=1.C([O-])([O-])=O.[K+].[K+]. Given the product [F:17][C:18]1[CH:19]=[CH:20][C:21]([C:24]2([N:27]3[CH2:14][CH2:13][C:12](=[O:15])[CH2:11][CH2:10]3)[CH2:25][CH2:26]2)=[CH:22][CH:23]=1, predict the reactants needed to synthesize it.